From a dataset of Full USPTO retrosynthesis dataset with 1.9M reactions from patents (1976-2016). Predict the reactants needed to synthesize the given product. (1) Given the product [CH2:1]([O:3][C:4]1[CH:5]=[N:6][CH:7]=[N+:8]([O-:15])[CH:9]=1)[CH3:2], predict the reactants needed to synthesize it. The reactants are: [CH2:1]([O:3][C:4]1[CH:5]=[N:6][CH:7]=[N:8][CH:9]=1)[CH3:2].ClC1C=C(C=CC=1)C(OO)=[O:15].C([O-])([O-])=O.[Na+].[Na+]. (2) The reactants are: [CH2:1]([C:5]1[C:13]2[C:8](=[CH:9][C:10]([C:14]([F:17])([F:16])[F:15])=[CH:11][CH:12]=2)[NH:7][CH:6]=1)[CH:2]([CH3:4])[CH3:3].Br[C:19]1[S:20][CH:21]=[C:22]([C:24]([O:26][CH2:27][CH3:28])=[O:25])[N:23]=1.P([O-])([O-])([O-])=O.[K+].[K+].[K+].CN[C@@H]1CCCC[C@H]1NC. Given the product [CH2:1]([C:5]1[C:13]2[C:8](=[CH:9][C:10]([C:14]([F:17])([F:15])[F:16])=[CH:11][CH:12]=2)[N:7]([C:19]2[S:20][CH:21]=[C:22]([C:24]([O:26][CH2:27][CH3:28])=[O:25])[N:23]=2)[CH:6]=1)[CH:2]([CH3:4])[CH3:3], predict the reactants needed to synthesize it. (3) Given the product [CH3:19][O:20][C:21]1[CH:28]=[CH:27][CH:26]=[CH:25][C:22]=1[C:23]([NH:11][C:12]1[CH:17]=[CH:16][C:15]([CH3:18])=[CH:14][CH:13]=1)=[NH:24], predict the reactants needed to synthesize it. The reactants are: C[Si]([N-][Si](C)(C)C)(C)C.[Na+].[NH2:11][C:12]1[CH:17]=[CH:16][C:15]([CH3:18])=[CH:14][CH:13]=1.[CH3:19][O:20][C:21]1[CH:28]=[CH:27][CH:26]=[CH:25][C:22]=1[C:23]#[N:24].